This data is from HIV replication inhibition screening data with 41,000+ compounds from the AIDS Antiviral Screen. The task is: Binary Classification. Given a drug SMILES string, predict its activity (active/inactive) in a high-throughput screening assay against a specified biological target. (1) The compound is Cc1ccc2c(c1)C(c1cccc3ccccc13)OC2=O. The result is 0 (inactive). (2) The result is 0 (inactive). The drug is S=C(NN=Cc1ccccc1)Nc1ccc(Oc2ccc(NC(=S)NN=Cc3ccccc3)cc2)cc1. (3) The result is 1 (active). The drug is Cc1cc(NS(=O)(=O)c2ccc(Nc3c4ccccc4nc4c(C(=O)Nc5ccc(S(=O)(=O)O)cc5)cccc34)cc2)no1. (4) The drug is Cc1ccc([N+](=O)[O-])cc1P(=O)(O)c1cc([N+](=O)[O-])ccc1C. The result is 0 (inactive). (5) The result is 0 (inactive). The compound is COC(=O)c1ncn(C2CCCCC2)c1N. (6) The compound is COC(=O)c1c2c(cc3c1CC1(Cc4cc5c(c(C(C)=O)c4C1)CCCC5)C3)CCCC2. The result is 0 (inactive).